Predict the reaction yield, written as a fraction of the theoretical maximum amount of product (1.0 means a 100% yield; for example, 0.34 means a 34% yield). From a dataset of Reaction yield outcomes from USPTO patents with 853,638 reactions. (1) The reactants are [CH3:1][Si:2]([CH3:15])([CH3:14])[CH2:3][CH2:4][O:5][CH2:6][N:7]1[CH:11]=[C:10]([C:12]#[N:13])[N:9]=[CH:8]1.[Br:16]N1C(=O)CCC1=O.N(C(C)(C)C#N)=NC(C)(C)C#N. The catalyst is C(Cl)(Cl)(Cl)Cl.CCOC(C)=O. The product is [Br:16][C:8]1[N:7]([CH2:6][O:5][CH2:4][CH2:3][Si:2]([CH3:15])([CH3:14])[CH3:1])[CH:11]=[C:10]([C:12]#[N:13])[N:9]=1. The yield is 0.770. (2) The reactants are [C:1]([C:5]1[O:9][N:8]=[C:7]([NH:10][C:11]([NH:13][C:14]2[CH:19]=[CH:18][CH:17]=[C:16]([S:20][C:21]3[C:30]4[C:25](=[CH:26][C:27]([O:41][CH3:42])=[C:28]([O:31][CH2:32][CH2:33][CH2:34][N:35]5[CH2:40][CH2:39]C[CH2:37][CH2:36]5)[CH:29]=4)[N:24]=[CH:23][N:22]=3)[CH:15]=2)=[O:12])[CH:6]=1)([CH3:4])([CH3:3])[CH3:2].[CH3:43][S:44]([N:47]1CCNCC1)(=[O:46])=[O:45]. No catalyst specified. The product is [C:1]([C:5]1[O:9][N:8]=[C:7]([NH:10][C:11]([NH:13][C:14]2[CH:19]=[CH:18][CH:17]=[C:16]([S:20][C:21]3[C:30]4[C:25](=[CH:26][C:27]([O:41][CH3:42])=[C:28]([O:31][CH2:32][CH2:33][CH2:34][N:35]5[CH2:40][CH2:39][N:47]([S:44]([CH3:43])(=[O:46])=[O:45])[CH2:37][CH2:36]5)[CH:29]=4)[N:24]=[CH:23][N:22]=3)[CH:15]=2)=[O:12])[CH:6]=1)([CH3:3])([CH3:2])[CH3:4]. The yield is 0.220. (3) The reactants are [CH3:1][S:2](Cl)(=[O:4])=[O:3].[OH:6][CH2:7][CH2:8][CH2:9][N:10]([C:18]1[CH:23]=[CH:22][CH:21]=[CH:20][N+:19]=1[O-:24])[C:11]([O:13][C:14]([CH3:17])([CH3:16])[CH3:15])=[O:12].N1C=CC=CC=1. The catalyst is C(Cl)(Cl)Cl. The product is [CH3:1][S:2]([O:6][CH2:7][CH2:8][CH2:9][N:10]([C:18]1[CH:23]=[CH:22][CH:21]=[CH:20][N+:19]=1[O-:24])[C:11]([O:13][C:14]([CH3:17])([CH3:16])[CH3:15])=[O:12])(=[O:4])=[O:3]. The yield is 0.640. (4) The yield is 0.690. The catalyst is CN(C)C1C=CN=CC=1.CN(C)C(=O)C. The reactants are [CH2:1]([O:5][C:6]1[CH:10]=[C:9]([CH2:11][CH2:12][S:13]([NH2:16])(=[O:15])=[O:14])[N:8]([CH2:17][C:18]2[CH:23]=[CH:22][C:21]([Cl:24])=[CH:20][C:19]=2[Cl:25])[N:7]=1)[CH2:2][CH2:3][CH3:4].C(N(CC)C(C)C)(C)C.Cl[C:36]([O:38][CH2:39][CH2:40][CH3:41])=[O:37]. The product is [CH2:1]([O:5][C:6]1[CH:10]=[C:9]([CH2:11][CH2:12][S:13]([NH:16][C:36](=[O:37])[O:38][CH2:39][CH2:40][CH3:41])(=[O:14])=[O:15])[N:8]([CH2:17][C:18]2[CH:23]=[CH:22][C:21]([Cl:24])=[CH:20][C:19]=2[Cl:25])[N:7]=1)[CH2:2][CH2:3][CH3:4]. (5) The reactants are [OH-].[Na+].C[O:4][C:5]([C:7]1[C:8]([C:18]2[CH:23]=[CH:22][CH:21]=[C:20]([F:24])[CH:19]=2)=[N:9][N:10]2[C:15]=1[CH:14]=[CH:13][C:12]([O:16][CH3:17])=[N:11]2)=[O:6].Cl. The catalyst is C(O)C. The product is [F:24][C:20]1[CH:19]=[C:18]([C:8]2[C:7]([C:5]([OH:6])=[O:4])=[C:15]3[N:10]([N:11]=[C:12]([O:16][CH3:17])[CH:13]=[CH:14]3)[N:9]=2)[CH:23]=[CH:22][CH:21]=1. The yield is 0.910. (6) The reactants are [Cl:1][C:2]1[N:3]([CH2:10][CH:11]([OH:14])[CH2:12]Cl)[CH:4]=[C:5]([N+:7]([O-:9])=[O:8])[N:6]=1.C1CCN2C(=NCCC2)CC1. The catalyst is C(Cl)Cl. The product is [Cl:1][C:2]1[N:3]([CH2:10][CH:11]2[CH2:12][O:14]2)[CH:4]=[C:5]([N+:7]([O-:9])=[O:8])[N:6]=1. The yield is 0.110. (7) The yield is 0.350. The reactants are [CH:1]([C:4]1[C:12]2[C:7](=[C:8]([C:17]([O:19]C)=[O:18])[CH:9]=[C:10]([S:13]([CH3:16])(=[O:15])=[O:14])[CH:11]=2)[N:6]([CH3:21])[CH:5]=1)([CH3:3])[CH3:2].[OH-].[Na+].Cl. The product is [CH:1]([C:4]1[C:12]2[C:7](=[C:8]([C:17]([OH:19])=[O:18])[CH:9]=[C:10]([S:13]([CH3:16])(=[O:15])=[O:14])[CH:11]=2)[N:6]([CH3:21])[CH:5]=1)([CH3:3])[CH3:2]. The catalyst is C1COCC1.CO. (8) The catalyst is CS(C)=O.[Cu]I. The product is [NH2:13][C:12]1[CH:14]=[CH:15][C:9]([N:1]2[CH:6]=[CH:5][CH:4]=[CH:3][C:2]2=[O:7])=[CH:10][CH:11]=1. The yield is 0.398. The reactants are [N:1]1[CH:6]=[CH:5][CH:4]=[CH:3][C:2]=1[OH:7].I[C:9]1[CH:15]=[CH:14][C:12]([NH2:13])=[CH:11][CH:10]=1.N1C2C(=CC=CC=2O)C=CC=1.C([O-])([O-])=O.[Cs+].[Cs+]. (9) The reactants are [CH:1]1([C:7]2[CH:13]=[CH:12][C:10]([NH2:11])=[CH:9][CH:8]=2)[CH2:6][CH2:5][CH2:4][CH2:3][CH2:2]1.[N:14]([O-])=O.[Na+].C([O-])(=O)C.[Na+].[C:23]([CH2:26][C:27](=[O:29])[CH3:28])(=[O:25])[CH3:24]. The catalyst is C(O)(=O)C.Cl.O.C(O)C. The product is [CH:1]1([C:7]2[CH:8]=[CH:9][C:10]([NH:11][N:14]=[C:26]([C:27](=[O:29])[CH3:28])[C:23](=[O:25])[CH3:24])=[CH:12][CH:13]=2)[CH2:2][CH2:3][CH2:4][CH2:5][CH2:6]1. The yield is 0.510. (10) The reactants are C[Al](C)C.CO[C:7]([C:9]1[S:10][CH:11]=[CH:12][C:13]=1[NH:14][C:15]1[C:16]2[C:23]([CH3:24])=[CH:22][NH:21][C:17]=2[N:18]=[CH:19][N:20]=1)=[O:8].[Cl:25][C:26]1[CH:27]=[C:28]([CH:31]=[CH:32][CH:33]=1)[CH2:29][NH2:30]. The catalyst is C1(C)C=CC=CC=1.O. The product is [Cl:25][C:26]1[CH:27]=[C:28]([CH:31]=[CH:32][CH:33]=1)[CH2:29][NH:30][C:7]([C:9]1[S:10][CH:11]=[CH:12][C:13]=1[NH:14][C:15]1[C:16]2[C:23]([CH3:24])=[CH:22][NH:21][C:17]=2[N:18]=[CH:19][N:20]=1)=[O:8]. The yield is 0.490.